Dataset: Full USPTO retrosynthesis dataset with 1.9M reactions from patents (1976-2016). Task: Predict the reactants needed to synthesize the given product. (1) Given the product [CH3:19][CH:20]([NH:30][C:31]([CH3:32])([CH3:34])[CH3:33])[C:21]([C:23]1[CH:24]=[CH:25][CH:26]=[C:27]([Cl:29])[CH:28]=1)=[O:22].[C:6]1([CH3:4])[CH:11]=[CH:10][CH:9]=[CH:8][CH:7]=1, predict the reactants needed to synthesize it. The reactants are: ClCC[C:4]([C:6]1[CH:11]=[CH:10][CH:9]=[CH:8][CH:7]=1)=O.BrBr.C(N)(C)(C)C.[CH3:19][CH:20]([NH:30][C:31]([CH3:34])([CH3:33])[CH3:32])[C:21]([C:23]1[CH:24]=[CH:25][CH:26]=[C:27]([Cl:29])[CH:28]=1)=[O:22]. (2) Given the product [CH:12]([NH:11][C:3]1[C:2](/[CH:17]=[CH:16]/[C:15]([O:19][CH2:20][CH3:21])=[O:18])=[C:7]([CH3:8])[N:6]=[C:5]([S:9][CH3:10])[N:4]=1)([CH3:14])[CH3:13], predict the reactants needed to synthesize it. The reactants are: I[C:2]1[C:3]([NH:11][CH:12]([CH3:14])[CH3:13])=[N:4][C:5]([S:9][CH3:10])=[N:6][C:7]=1[CH3:8].[C:15]([O:19][CH2:20][CH3:21])(=[O:18])[CH:16]=[CH2:17].C(N(CC)CC)C.C1(C)C=CC=CC=1P(C1C=CC=CC=1C)C1C=CC=CC=1C. (3) Given the product [Si:20]([O:13][CH:7]1[C:6]2[CH:14]=[C:2]([Cl:1])[CH:3]=[CH:4][C:5]=2[C:11](=[O:12])[CH2:10][CH2:9][CH2:8]1)([C:23]([CH3:26])([CH3:25])[CH3:24])([CH3:22])[CH3:21], predict the reactants needed to synthesize it. The reactants are: [Cl:1][C:2]1[CH:3]=[CH:4][C:5]2[C:11](=[O:12])[CH2:10][CH2:9][CH2:8][CH:7]([OH:13])[C:6]=2[CH:14]=1.N1C=CN=C1.[Si:20](Cl)([C:23]([CH3:26])([CH3:25])[CH3:24])([CH3:22])[CH3:21]. (4) Given the product [CH2:18]([O:20][C:21]1[CH:22]=[C:23]([CH:24]2[C:9]([C:5]3[CH:6]=[CH:7][CH:8]=[C:3]([O:2][CH3:1])[CH:4]=3)=[C:10]([C:12]3[CH:17]=[CH:16][CH:15]=[CH:14][CH:13]=3)[NH:36][C:34](=[O:35])[NH:33]2)[CH:26]=[C:27]([N+:30]([O-:32])=[O:31])[C:28]=1[OH:29])[CH3:19], predict the reactants needed to synthesize it. The reactants are: [CH3:1][O:2][C:3]1[CH:4]=[C:5]([CH2:9][C:10]([C:12]2[CH:17]=[CH:16][CH:15]=[CH:14][CH:13]=2)=O)[CH:6]=[CH:7][CH:8]=1.[CH2:18]([O:20][C:21]1[CH:22]=[C:23]([CH:26]=[C:27]([N+:30]([O-:32])=[O:31])[C:28]=1[OH:29])[CH:24]=O)[CH3:19].[NH2:33][C:34]([NH2:36])=[O:35].Cl. (5) Given the product [NH2:1][C:2]1[CH:3]=[CH:4][C:5]([NH:8][C:9]2[C:10]3[N:11]([CH:16]=[CH:17][N:18]=3)[N:12]=[C:13]([NH:15][C@H:5]3[CH2:6][CH2:7][C@H:2]([NH:1][C:27](=[O:28])[O:29][C:30]([CH3:31])([CH3:32])[CH3:33])[CH2:3][CH2:4]3)[CH:14]=2)=[CH:6][CH:7]=1, predict the reactants needed to synthesize it. The reactants are: [NH2:1][C:2]1[CH:7]=[CH:6][C:5]([NH:8][C:9]2[C:10]3[N:11]([CH:16]=[CH:17][N:18]=3)[N:12]=[C:13]([NH2:15])[CH:14]=2)=[CH:4][CH:3]=1.[C:27](O[C:27]([O:29][C:30]([CH3:33])([CH3:32])[CH3:31])=[O:28])([O:29][C:30]([CH3:33])([CH3:32])[CH3:31])=[O:28]. (6) Given the product [Br:20][C:21]1[N:22]([C:2]2[CH:7]=[C:6]([O:8][CH3:9])[CH:5]=[C:4]([F:10])[C:3]=2[N+:11]([O-:13])=[O:12])[CH:23]=[C:24]([CH3:26])[N:25]=1, predict the reactants needed to synthesize it. The reactants are: F[C:2]1[CH:7]=[C:6]([O:8][CH3:9])[CH:5]=[C:4]([F:10])[C:3]=1[N+:11]([O-:13])=[O:12].C(=O)([O-])[O-].[K+].[K+].[Br:20][C:21]1[NH:22][CH:23]=[C:24]([CH3:26])[N:25]=1. (7) Given the product [F:77][C:78]1[CH:79]=[C:80]([NH:81][C:2]2[CH:7]=[C:6]([CH2:8][N:9]3[C:13]([CH3:14])([CH3:15])[C:12](=[O:16])[N:11]([C:17]4[CH:22]=[CH:21][C:20]([S:23][C:24]([F:26])([F:25])[F:27])=[CH:19][CH:18]=4)[C:10]3=[O:28])[CH:5]=[CH:4][N:3]=2)[CH:82]=[CH:83][CH:84]=1, predict the reactants needed to synthesize it. The reactants are: Cl[C:2]1[CH:7]=[C:6]([CH2:8][N:9]2[C:13]([CH3:15])([CH3:14])[C:12](=[O:16])[N:11]([C:17]3[CH:22]=[CH:21][C:20]([S:23][C:24]([F:27])([F:26])[F:25])=[CH:19][CH:18]=3)[C:10]2=[O:28])[CH:5]=[CH:4][N:3]=1.CC1(C)C2C=CC(P(C3C=CC=CC=3)C3C=CC=CC=3)=CC=2OC2C1=CC=C(P(C1C=CC=CC=1)C1C=CC=CC=1)C=2.C(=O)([O-])[O-].[Cs+].[Cs+].[F:77][C:78]1[CH:79]=[C:80]([CH:82]=[CH:83][CH:84]=1)[NH2:81]. (8) The reactants are: C(OP([CH2:9][C:10]([O:12][CH2:13][CH3:14])=[O:11])(OCC)=O)C.[H-].[Na+].[Cl:17][C:18]1[CH:34]=[C:33]([Cl:35])[CH:32]=[CH:31][C:19]=1[CH2:20][C:21]1[S:25][C:24]([CH:26]([CH3:28])[CH3:27])=[N:23][C:22]=1[CH:29]=O.[Cl-].[NH4+]. Given the product [Cl:17][C:18]1[CH:34]=[C:33]([Cl:35])[CH:32]=[CH:31][C:19]=1[CH2:20][C:21]1[S:25][C:24]([CH:26]([CH3:28])[CH3:27])=[N:23][C:22]=1/[CH:29]=[CH:9]/[C:10]([O:12][CH2:13][CH3:14])=[O:11], predict the reactants needed to synthesize it. (9) Given the product [CH2:1]([N:8]1[CH2:9][CH2:10][CH:11]([C:14]2([C:19]([OH:21])=[O:20])[CH2:15][CH2:16][CH2:17][CH2:18]2)[CH2:12][CH2:13]1)[C:2]1[CH:3]=[CH:4][CH:5]=[CH:6][CH:7]=1, predict the reactants needed to synthesize it. The reactants are: [CH2:1]([N:8]1[CH2:13][CH2:12][CH:11]([C:14]2([C:19]([O:21]CC)=[O:20])[CH2:18][CH2:17][CH2:16][CH2:15]2)[CH2:10][CH2:9]1)[C:2]1[CH:7]=[CH:6][CH:5]=[CH:4][CH:3]=1.[OH-].[K+]. (10) Given the product [CH3:2][C:1]([CH3:11])([CH2:10][OH:13])[CH:11]([C:1]1[C:10]2[C:5](=[CH:6][CH:7]=[CH:8][CH:9]=2)[CH:4]=[CH:3][CH:2]=1)[OH:12], predict the reactants needed to synthesize it. The reactants are: [C:1]1([CH:11]=[O:12])[C:10]2[C:5](=[CH:6][CH:7]=[CH:8][CH:9]=2)[CH:4]=[CH:3][CH:2]=1.[OH-:13].[K+].